From a dataset of Forward reaction prediction with 1.9M reactions from USPTO patents (1976-2016). Predict the product of the given reaction. (1) Given the reactants [N+:1]([C:4]1[CH:5]=[C:6]([OH:14])[CH:7]=[C:8]([C:10]([F:13])([F:12])[F:11])[CH:9]=1)([O-:3])=[O:2].C(=O)([O-])[O-].[Cs+].[Cs+].C1(C)C=CC(S(O[CH2:31][CH2:32][Cl:33])(=O)=O)=CC=1, predict the reaction product. The product is: [Cl:33][CH2:32][CH2:31][O:14][C:6]1[CH:7]=[C:8]([C:10]([F:11])([F:12])[F:13])[CH:9]=[C:4]([N+:1]([O-:3])=[O:2])[CH:5]=1. (2) Given the reactants [F:1][C:2]1[CH:7]=[CH:6][CH:5]=[C:4]([F:8])[C:3]=1[N:9]1[C:14]([CH3:15])=[CH:13][C:12](O)=[CH:11][C:10]1=[O:17].[F:18][C:19]1[CH:26]=[C:25]([F:27])[CH:24]=[CH:23][C:20]=1[CH2:21][NH2:22], predict the reaction product. The product is: [F:18][C:19]1[CH:26]=[C:25]([F:27])[CH:24]=[CH:23][C:20]=1[CH2:21][NH:22][C:12]1[CH:13]=[C:14]([CH3:15])[N:9]([C:3]2[C:2]([F:1])=[CH:7][CH:6]=[CH:5][C:4]=2[F:8])[C:10](=[O:17])[CH:11]=1. (3) Given the reactants [CH3:1][N:2]1[C:6](=[O:7])[N:5]([CH2:8][C:9]2[CH:18]=[CH:17][C:12]([C:13]([O:15]C)=[O:14])=[CH:11][CH:10]=2)[C:4](=[O:19])[NH:3]1.[OH-].[Li+].Cl, predict the reaction product. The product is: [CH3:1][N:2]1[C:6](=[O:7])[N:5]([CH2:8][C:9]2[CH:18]=[CH:17][C:12]([C:13]([OH:15])=[O:14])=[CH:11][CH:10]=2)[C:4](=[O:19])[NH:3]1. (4) Given the reactants [C:1]12[C:7](=[CH:8][CH:9]=[CH:10][CH:11]=1)[NH:6]C(=O)[O:4][C:2]2=O.C([N:15](CC)CC)C.C[CH2:21][OH:22].O, predict the reaction product. The product is: [NH2:6][C:7]1[CH:8]=[CH:9][CH:10]=[CH:11][C:1]=1[C:2]([NH:15][O:22][CH3:21])=[O:4]. (5) Given the reactants [O:1]=[C:2]1[CH2:7][CH2:6][N:5]([C:8]([O:10][C:11]([CH3:14])([CH3:13])[CH3:12])=[O:9])[CH2:4][CH2:3]1.[CH3:15][Si:16](Cl)([CH3:18])[CH3:17].C(N(CC)CC)C, predict the reaction product. The product is: [CH3:15][Si:16]([CH3:18])([CH3:17])[O:1][C:2]1[CH2:3][CH2:4][N:5]([C:8]([O:10][C:11]([CH3:14])([CH3:13])[CH3:12])=[O:9])[CH2:6][CH:7]=1. (6) Given the reactants [F:1][C:2]1[C:11]([O:12][CH3:13])=[C:10]([O:14][CH3:15])[CH:9]=[C:8]2[C:3]=1[C:4](=[O:21])[C:5]([C:16]([O:18][CH2:19][CH3:20])=[O:17])=[CH:6][NH:7]2.F[C:23]1C=C2C(C(=O)C(C(OCC)=O)=CN2)=C(OC)[C:24]=1OC.C(=O)([O-])[O-].[K+].[K+].P(OCC)(OCC)(OCC)=O, predict the reaction product. The product is: [CH2:23]([N:7]1[C:8]2[C:3](=[C:2]([F:1])[C:11]([O:12][CH3:13])=[C:10]([O:14][CH3:15])[CH:9]=2)[C:4](=[O:21])[C:5]([C:16]([O:18][CH2:19][CH3:20])=[O:17])=[CH:6]1)[CH3:24]. (7) Given the reactants [CH3:1][S:2]([C:5]1[CH:10]=[CH:9][CH:8]=[CH:7][C:6]=1[O:11][C:12]([F:15])([F:14])[F:13])(=[O:4])=[O:3].[N+:16]([O-])([OH:18])=[O:17], predict the reaction product. The product is: [CH3:1][S:2]([C:5]1[CH:10]=[C:9]([N+:16]([O-:18])=[O:17])[CH:8]=[CH:7][C:6]=1[O:11][C:12]([F:13])([F:14])[F:15])(=[O:4])=[O:3].